This data is from Full USPTO retrosynthesis dataset with 1.9M reactions from patents (1976-2016). The task is: Predict the reactants needed to synthesize the given product. (1) The reactants are: [H-].C([Al+]CC(C)C)C(C)C.CON(C)[C:14]([C:16]1[CH:17]=[N:18][C:19]([O:22][CH2:23][C:24]([F:27])([F:26])[F:25])=[CH:20][CH:21]=1)=[O:15].CO.[C@H](O)(C([O-])=O)[C@@H](O)C([O-])=O.[Na+].[K+]. Given the product [F:27][C:24]([F:25])([F:26])[CH2:23][O:22][C:19]1[N:18]=[CH:17][C:16]([CH:14]=[O:15])=[CH:21][CH:20]=1, predict the reactants needed to synthesize it. (2) Given the product [F:1][C:2]1[C:9]([N:10]2[CH2:15][CH2:14][CH:13]([C:16]([F:19])([F:18])[F:17])[CH2:12][CH2:11]2)=[CH:8][C:5]([NH:6][CH3:7])=[C:4]([CH:3]=1)[NH2:20], predict the reactants needed to synthesize it. The reactants are: [F:1][C:2]1[C:9]([N:10]2[CH2:15][CH2:14][CH:13]([C:16]([F:19])([F:18])[F:17])[CH2:12][CH2:11]2)=[CH:8][C:5]([NH:6][CH3:7])=[C:4]([N+:20]([O-])=O)[CH:3]=1. (3) The reactants are: Cl[C:2]1[N:7]=[C:6]([NH2:8])[N:5]=[C:4]([NH:9][CH2:10][CH2:11][C:12]2[CH:17]=[CH:16][C:15]([Cl:18])=[CH:14][CH:13]=2)[CH:3]=1.[CH3:19][C:20]1[C:24](B(O)O)=[C:23]([CH3:28])[O:22][N:21]=1. Given the product [Cl:18][C:15]1[CH:16]=[CH:17][C:12]([CH2:11][CH2:10][NH:9][C:4]2[CH:3]=[C:2]([C:24]3[C:20]([CH3:19])=[N:21][O:22][C:23]=3[CH3:28])[N:7]=[C:6]([NH2:8])[N:5]=2)=[CH:13][CH:14]=1, predict the reactants needed to synthesize it. (4) Given the product [CH2:27]([O:26][C@@H:24]1[CH2:23][N:22]([C:29](=[O:39])[C@@H:30]([NH:34][C:35](=[O:38])[O:36][CH3:37])[CH:31]([CH3:33])[CH3:32])[C@H:21]([C:19]2[NH:18][C:17]3[C:40]4[C:13]([CH:14]=[CH:15][C:16]=3[N:20]=2)=[CH:12][C:11]2[C:5]3[C:6]([CH2:8][O:9][C:10]=2[CH:41]=4)=[CH:7][C:2]([B:45]2[O:46][C:47]([CH3:49])([CH3:48])[C:43]([CH3:59])([CH3:42])[O:44]2)=[CH:3][CH:4]=3)[CH2:25]1)[CH3:28], predict the reactants needed to synthesize it. The reactants are: Cl[C:2]1[CH:7]=[C:6]2[CH2:8][O:9][C:10]3[CH:41]=[C:40]4[C:13]([CH:14]=[CH:15][C:16]5[N:20]=[C:19]([C@@H:21]6[CH2:25][C@H:24]([O:26][CH2:27][CH3:28])[CH2:23][N:22]6[C:29](=[O:39])[C@@H:30]([NH:34][C:35](=[O:38])[O:36][CH3:37])[CH:31]([CH3:33])[CH3:32])[NH:18][C:17]=54)=[CH:12][C:11]=3[C:5]2=[CH:4][CH:3]=1.[CH3:42][C:43]1([CH3:59])[C:47]([CH3:49])([CH3:48])[O:46][B:45]([B:45]2[O:46][C:47]([CH3:49])([CH3:48])[C:43]([CH3:59])([CH3:42])[O:44]2)[O:44]1.C([O-])(=O)C.[K+].C1(P(C2CCCCC2)C2C=CC=CC=2C2C(C(C)C)=CC(C(C)C)=CC=2C(C)C)CCCCC1.